From a dataset of NCI-60 drug combinations with 297,098 pairs across 59 cell lines. Regression. Given two drug SMILES strings and cell line genomic features, predict the synergy score measuring deviation from expected non-interaction effect. (1) Synergy scores: CSS=38.3, Synergy_ZIP=-4.39, Synergy_Bliss=-5.48, Synergy_Loewe=-6.23, Synergy_HSA=0.0588. Cell line: COLO 205. Drug 1: CC1=C(C(=O)C2=C(C1=O)N3CC4C(C3(C2COC(=O)N)OC)N4)N. Drug 2: N.N.Cl[Pt+2]Cl. (2) Drug 1: C(=O)(N)NO. Drug 2: CCCCC(=O)OCC(=O)C1(CC(C2=C(C1)C(=C3C(=C2O)C(=O)C4=C(C3=O)C=CC=C4OC)O)OC5CC(C(C(O5)C)O)NC(=O)C(F)(F)F)O. Cell line: U251. Synergy scores: CSS=41.1, Synergy_ZIP=0.535, Synergy_Bliss=-2.82, Synergy_Loewe=-28.7, Synergy_HSA=-4.18. (3) Drug 1: CCN(CC)CCNC(=O)C1=C(NC(=C1C)C=C2C3=C(C=CC(=C3)F)NC2=O)C. Drug 2: C1CCC(C(C1)N)N.C(=O)(C(=O)[O-])[O-].[Pt+4]. Cell line: OVCAR-8. Synergy scores: CSS=30.2, Synergy_ZIP=-4.15, Synergy_Bliss=1.61, Synergy_Loewe=-6.35, Synergy_HSA=-1.45. (4) Drug 1: CC1=CC2C(CCC3(C2CCC3(C(=O)C)OC(=O)C)C)C4(C1=CC(=O)CC4)C. Drug 2: CCC1(CC2CC(C3=C(CCN(C2)C1)C4=CC=CC=C4N3)(C5=C(C=C6C(=C5)C78CCN9C7C(C=CC9)(C(C(C8N6C)(C(=O)OC)O)OC(=O)C)CC)OC)C(=O)OC)O.OS(=O)(=O)O. Cell line: HOP-92. Synergy scores: CSS=24.5, Synergy_ZIP=0.387, Synergy_Bliss=5.86, Synergy_Loewe=-88.6, Synergy_HSA=-1.66. (5) Drug 1: CCC1(CC2CC(C3=C(CCN(C2)C1)C4=CC=CC=C4N3)(C5=C(C=C6C(=C5)C78CCN9C7C(C=CC9)(C(C(C8N6C=O)(C(=O)OC)O)OC(=O)C)CC)OC)C(=O)OC)O.OS(=O)(=O)O. Drug 2: CCC1=C2CN3C(=CC4=C(C3=O)COC(=O)C4(CC)O)C2=NC5=C1C=C(C=C5)O. Cell line: HCT116. Synergy scores: CSS=58.9, Synergy_ZIP=-4.74, Synergy_Bliss=-6.75, Synergy_Loewe=-24.8, Synergy_HSA=-1.56. (6) Drug 1: CC1=CC2C(CCC3(C2CCC3(C(=O)C)OC(=O)C)C)C4(C1=CC(=O)CC4)C. Drug 2: CC1=C(N=C(N=C1N)C(CC(=O)N)NCC(C(=O)N)N)C(=O)NC(C(C2=CN=CN2)OC3C(C(C(C(O3)CO)O)O)OC4C(C(C(C(O4)CO)O)OC(=O)N)O)C(=O)NC(C)C(C(C)C(=O)NC(C(C)O)C(=O)NCCC5=NC(=CS5)C6=NC(=CS6)C(=O)NCCC[S+](C)C)O. Cell line: HCT-15. Synergy scores: CSS=11.4, Synergy_ZIP=-5.77, Synergy_Bliss=3.58, Synergy_Loewe=-21.1, Synergy_HSA=1.63.